From a dataset of Drug-target binding data from BindingDB using IC50 measurements. Regression. Given a target protein amino acid sequence and a drug SMILES string, predict the binding affinity score between them. We predict pIC50 (pIC50 = -log10(IC50 in M); higher means more potent). Dataset: bindingdb_ic50. (1) The drug is CN(C)CCc1c[nH]c2ccc(-c3nc(N)no3)cc12. The target protein (P79400) has sequence AMTDLLVSILVMPISIPYTITQTWSFGQLLCDIWLSSDITCCTASILHLCVIALDRYWAITDALEYSKRRTAGHAAAMIAIVWAISICISIPPLFWRQARAHEEISDCLVNTSQISYTIYSTCGAFYIPSLLLIILYGRIYRAARNRILNPPSLYGKRFTTAHLITGSAGSSLCSLNPSLHEGHSHSAGSPLFFNHVKIKLADSVLERKRISAARERKATKTLGIILGAFIICWLPFFVASLVLPICRDSCWIHPALFDFFTWLGYLNSLINPIIYTVFNEEFRQAFQKVV. The pIC50 is 7.1. (2) The small molecule is CN(/N=C/c1ccc(C(=O)NO)cc1)C(=O)c1ccc(N(C)C)cc1. The target protein sequence is MHSSSAVRMAVGCLVELAFKVAAGELKNGFAIIRPPGHHAEESTAMGFCFFNSVAITAKLLQQKLSVGKVLIVDWDIHHGNGTQQAFYDDPSVLYISLHRYDNGNFFPGSGAPEEVGGGPGVGYNVNVAWTGGVDPPIGDVEYLTAFRTVVMPIAHEFSPDVVLVSAGFDAVEGHLSPLGGYSVTARCFGHLTRQLMTLAGGRVVLALEGGHDLTAICDASEACVSALLSVELQPLDEAVLQQKPSINAVATLEKVIEIQSKHWSCVQRFATGLGCSLREAQTGEKEEAETVSAMALLSMGAEQAQAAATQEHSPRPAEEPMEQEPAL. The pIC50 is 7.7. (3) The compound is O=P(O)(O)C(O)(Cc1cccnc1)P(=O)(O)O. The target protein sequence is ILFHLLKITFIDSIFFALHDNYLTPQFIFNKMNDLQIEYDYTDFINYYDKFKVIVYNVLKKLPLNDEIRKPVIEYYLNCIDYNVKKGKHIRGKILVLISSLSSAYSNIKRDSIYLLGWVVEAIQALILIADDIMDSGKFRRGAPCWYIVHGQSNAINDIFFLKMLSLSLIFELSSVFGNDIVMKIQKIYNESIFFTVLGQHLDLSYFDLSKADKISERYFSMVEMKTSRYTFYMPVFFGLTLSEIQVSSAQLNLIEAILYKLGEFYQVHNDVSDYLFNDSNADDICRFKLTWPLQKSFEIADEEMKLKISENYGKNSSLVKDCYNLLKINEHYLEYQRNALDYLIKLVKDITDDSLQKVFIHLIHQISELITNSRSNADSNNSL. The pIC50 is 7.3.